Task: Regression. Given a peptide amino acid sequence and an MHC pseudo amino acid sequence, predict their binding affinity value. This is MHC class I binding data.. Dataset: Peptide-MHC class I binding affinity with 185,985 pairs from IEDB/IMGT (1) The binding affinity (normalized) is 0.233. The MHC is HLA-A11:01 with pseudo-sequence HLA-A11:01. The peptide sequence is NFMVSVSDFR. (2) The peptide sequence is IIPFIAYFVL. The MHC is HLA-A02:03 with pseudo-sequence HLA-A02:03. The binding affinity (normalized) is 0.218.